Predict the reaction yield, written as a fraction of the theoretical maximum amount of product (1.0 means a 100% yield; for example, 0.34 means a 34% yield). From a dataset of Reaction yield outcomes from USPTO patents with 853,638 reactions. (1) The reactants are N[C@H]([C:5](O)=[O:6])C[SeH].[Li]CCCC.[Si]([O:20][C:21]1[CH:26]=[C:25]([F:27])[CH:24]=[C:23]([Cl:28])[CH:22]=1)(C(C)(C)C)(C)C.CN(CCN(C)C)C.CN(C=O)C.Cl. The catalyst is C1COCC1. The product is [OH:20][C:21]1[CH:26]=[C:25]([F:27])[C:24]([CH:5]=[O:6])=[C:23]([Cl:28])[CH:22]=1. The yield is 0.860. (2) The yield is 0.140. The reactants are [OH:1][CH:2]1[CH2:6][CH2:5][CH2:4][CH:3]1[CH2:7][CH:8]([C:17]1[CH:22]=[CH:21][C:20]([S:23]([CH3:26])(=[O:25])=[O:24])=[CH:19][CH:18]=1)[C:9]([NH:11][C:12]1[S:13][CH:14]=[CH:15][N:16]=1)=[O:10].[Cr](Cl)([O-])(=O)=O.[NH+]1C=CC=CC=1. The product is [CH3:26][S:23]([C:20]1[CH:21]=[CH:22][C:17]([CH:8]([CH2:7][CH:3]2[CH2:4][CH2:5][CH2:6][C:2]2=[O:1])[C:9]([NH:11][C:12]2[S:13][CH:14]=[CH:15][N:16]=2)=[O:10])=[CH:18][CH:19]=1)(=[O:24])=[O:25]. The catalyst is C(Cl)Cl. (3) The catalyst is ClCCl. The yield is 0.610. The reactants are [CH2:1]([N:4]1[CH2:13][CH:12]2[C:14]3[CH:15]=[CH:16][C:17]([O:23]C)=[C:18]([O:21]C)[C:19]=3[O:20][C:10]3[C:11]2=[C:6]([CH:7]=[CH:8][CH:9]=3)[CH2:5]1)[CH:2]=[CH2:3].B(Br)(Br)Br.CO. The product is [CH2:1]([N:4]1[CH2:13][CH:12]2[C:14]3[CH:15]=[CH:16][C:17]([OH:23])=[C:18]([OH:21])[C:19]=3[O:20][C:10]3[C:11]2=[C:6]([CH:7]=[CH:8][CH:9]=3)[CH2:5]1)[CH:2]=[CH2:3]. (4) The reactants are [C:1]([O:5][C:6]([N:8]1[C:12](=[O:13])[CH2:11][CH2:10][C@H:9]1[C:14]([O:16][CH2:17][C:18]1[CH:23]=[CH:22][CH:21]=[CH:20][CH:19]=1)=[O:15])=[O:7])([CH3:4])([CH3:3])[CH3:2].C[Li].[CH3:26]COCC.[Cl-].[NH4+]. The catalyst is C1COCC1. The product is [C:1]([O:5][C:6]([NH:8][C@@H:9]([CH2:10][CH2:11][C:12](=[O:13])[CH3:26])[C:14]([O:16][CH2:17][C:18]1[CH:23]=[CH:22][CH:21]=[CH:20][CH:19]=1)=[O:15])=[O:7])([CH3:4])([CH3:3])[CH3:2]. The yield is 0.390. (5) The catalyst is O.CO. The reactants are O1CCOCC1.Cl.[NH2:8][OH:9].[OH-].[Na+].C[O:13][C:14](=O)[CH:15]=[CH:16][C:17]1[CH:22]=[CH:21][C:20]([NH:23][S:24]([C:27]2[CH:32]=[CH:31][CH:30]=[CH:29][CH:28]=2)(=[O:26])=[O:25])=[CH:19][CH:18]=1. The yield is 0.310. The product is [C:27]1([S:24]([NH:23][C:20]2[CH:21]=[CH:22][C:17]([CH:16]=[CH:15][C:14]([NH:8][OH:9])=[O:13])=[CH:18][CH:19]=2)(=[O:26])=[O:25])[CH:32]=[CH:31][CH:30]=[CH:29][CH:28]=1.